This data is from Forward reaction prediction with 1.9M reactions from USPTO patents (1976-2016). The task is: Predict the product of the given reaction. (1) Given the reactants [C:1]([NH:4][CH2:5][CH:6]([NH:44]C(=O)OC(C)(C)C)[CH2:7][NH:8][C:9]1[CH:10]=[N:11][C:12]([C:24](=[O:43])[NH:25]C(C2C=CC(OC)=CC=2)C2C=CC(OC)=CC=2)=[C:13]([NH:15][C:16]2[CH:21]=[C:20]([CH3:22])[CH:19]=[C:18]([CH3:23])[N:17]=2)[CH:14]=1)(=[O:3])[CH3:2].[C:52]([OH:58])([C:54]([F:57])([F:56])[F:55])=[O:53].C([SiH](CC)CC)C, predict the reaction product. The product is: [OH:58][C:52]([C:54]([F:57])([F:56])[F:55])=[O:53].[C:1]([NH:4][CH2:5][CH:6]([NH2:44])[CH2:7][NH:8][C:9]1[CH:14]=[C:13]([NH:15][C:16]2[CH:21]=[C:20]([CH3:22])[CH:19]=[C:18]([CH3:23])[N:17]=2)[C:12]([C:24]([NH2:25])=[O:43])=[N:11][CH:10]=1)(=[O:3])[CH3:2]. (2) Given the reactants [CH3:1][O:2][C:3]1[CH:12]=[CH:11][CH:10]=[CH:9][C:4]=1[O:5][CH2:6][CH2:7][NH2:8].[O:13]1[CH2:30][CH:14]1[CH2:15][O:16][C:17]1[C:29]2[C:28]3[C:23](=[CH:24][CH:25]=[CH:26][CH:27]=3)[NH:22][C:21]=2[CH:20]=[CH:19][CH:18]=1.O.[C:32]([OH:37])(=[O:36])[C:33]([OH:35])=[O:34], predict the reaction product. The product is: [C:32]([OH:37])(=[O:36])[C:33]([OH:35])=[O:34].[CH:20]1[C:21]2[NH:22][C:23]3[C:28](=[CH:27][CH:26]=[CH:25][CH:24]=3)[C:29]=2[C:17]([O:16][CH2:15][CH:14]([OH:13])[CH2:30][NH:8][CH2:7][CH2:6][O:5][C:4]2[CH:9]=[CH:10][CH:11]=[CH:12][C:3]=2[O:2][CH3:1])=[CH:18][CH:19]=1. (3) The product is: [CH3:22][S:19]([C:16]1[CH:15]=[CH:14][C:13]([CH:4]([CH2:5][C:6]2[CH:11]=[CH:10][CH:9]=[CH:8][C:7]=2[CH3:12])[C:3]([OH:23])=[O:2])=[CH:18][CH:17]=1)(=[O:20])=[O:21]. Given the reactants C[O:2][C:3](=[O:23])[CH:4]([C:13]1[CH:18]=[CH:17][C:16]([S:19]([CH3:22])(=[O:21])=[O:20])=[CH:15][CH:14]=1)[CH2:5][C:6]1[CH:11]=[CH:10][CH:9]=[CH:8][C:7]=1[CH3:12].[OH-].[K+], predict the reaction product. (4) Given the reactants [CH3:1][O:2][C:3](=[O:17])[CH2:4][C@H:5]1[CH2:8][C@H:7]([O:9][CH2:10][C:11]2[CH:16]=[CH:15][CH:14]=[CH:13][CH:12]=2)[CH2:6]1.[Li+].[CH3:19]C([N-]C(C)C)C.CCCCCC.IC, predict the reaction product. The product is: [CH3:1][O:2][C:3](=[O:17])[CH:4]([C@H:5]1[CH2:8][C@H:7]([O:9][CH2:10][C:11]2[CH:12]=[CH:13][CH:14]=[CH:15][CH:16]=2)[CH2:6]1)[CH3:19]. (5) Given the reactants [OH:1][CH2:2][CH:3]([NH:11]C(=O)C)[CH2:4][C:5]1[CH:10]=[N:9][CH:8]=[CH:7][N:6]=1.[ClH:15], predict the reaction product. The product is: [ClH:15].[ClH:15].[NH2:11][CH:3]([CH2:4][C:5]1[CH:10]=[N:9][CH:8]=[CH:7][N:6]=1)[CH2:2][OH:1]. (6) Given the reactants Br[C:2]1[CH:3]=[C:4]2[C:8](=[CH:9][C:10]=1[O:11][CH2:12][C:13]([CH3:15])=[CH2:14])[N:7]([CH3:16])[C:6]([CH2:17][O:18][Si:19]([C:22]([CH3:25])([CH3:24])[CH3:23])([CH3:21])[CH3:20])=[CH:5]2.[Li]CCCC.CN([CH:34]=[O:35])C, predict the reaction product. The product is: [Si:19]([O:18][CH2:17][C:6]1[N:7]([CH3:16])[C:8]2[C:4]([CH:5]=1)=[CH:3][C:2]([CH:34]=[O:35])=[C:10]([O:11][CH2:12][C:13]([CH3:15])=[CH2:14])[CH:9]=2)([C:22]([CH3:25])([CH3:24])[CH3:23])([CH3:21])[CH3:20]. (7) The product is: [CH2:1]([O:3][C:4](=[O:33])[CH2:5][C@H:6]([OH:32])[CH2:7][C@H:8]([OH:31])/[CH:9]=[CH:10]/[C:11]1[C:12]([CH:28]2[CH2:29][CH2:30]2)=[N:13][C:14]2[C:19]([C:20]=1[C:21]1[CH:22]=[CH:23][C:24]([F:27])=[CH:25][CH:26]=1)=[CH:18][CH:17]=[CH:16][CH:15]=2)[CH3:2]. Given the reactants [CH2:1]([O:3][C:4](=[O:33])[CH2:5][C:6](=[O:32])[CH2:7][C:8](=[O:31])/[CH:9]=[CH:10]/[C:11]1[C:12]([CH:28]2[CH2:30][CH2:29]2)=[N:13][C:14]2[C:19]([C:20]=1[C:21]1[CH:26]=[CH:25][C:24]([F:27])=[CH:23][CH:22]=1)=[CH:18][CH:17]=[CH:16][CH:15]=2)[CH3:2].C(N(CC)CC)C.C(O)=O.C(N(CC)CC)C, predict the reaction product. (8) Given the reactants [C:1]([O:14][C@H:15]([CH2:41][O:42][C:43](=[O:55])[CH2:44][CH2:45][CH2:46][CH2:47][CH2:48][CH2:49][CH2:50][CH2:51][CH2:52][CH2:53][CH3:54])[CH2:16][S:17][CH2:18][C@@H:19]([C:38](O)=[O:39])[NH:20][C:21](=[O:37])[O:22][CH2:23][CH:24]1[C:36]2[CH:35]=[CH:34][CH:33]=[CH:32][C:31]=2[C:30]2[C:25]1=[CH:26][CH:27]=[CH:28][CH:29]=2)(=[O:13])[CH2:2][CH2:3][CH2:4][CH2:5][CH2:6][CH2:7][CH2:8][CH2:9][CH2:10][CH2:11][CH3:12].[NH2:56][C@@H:57]([CH2:68][CH3:69])[CH2:58][O:59][CH2:60][C:61]([O:63][C:64]([CH3:67])([CH3:66])[CH3:65])=[O:62].CCN=C=NCCCN(C)C.C1C=CC2N(O)N=NC=2C=1.CCN(C(C)C)C(C)C, predict the reaction product. The product is: [C:1]([O:14][C@H:15]([CH2:41][O:42][C:43](=[O:55])[CH2:44][CH2:45][CH2:46][CH2:47][CH2:48][CH2:49][CH2:50][CH2:51][CH2:52][CH2:53][CH3:54])[CH2:16][S:17][CH2:18][C@H:19]([NH:20][C:21]([O:22][CH2:23][CH:24]1[C:25]2[CH:26]=[CH:27][CH:28]=[CH:29][C:30]=2[C:31]2[C:36]1=[CH:35][CH:34]=[CH:33][CH:32]=2)=[O:37])[C:38](=[O:39])[NH:56][C@@H:57]([CH2:68][CH3:69])[CH2:58][O:59][CH2:60][C:61](=[O:62])[O:63][C:64]([CH3:65])([CH3:67])[CH3:66])(=[O:13])[CH2:2][CH2:3][CH2:4][CH2:5][CH2:6][CH2:7][CH2:8][CH2:9][CH2:10][CH2:11][CH3:12].